Dataset: Full USPTO retrosynthesis dataset with 1.9M reactions from patents (1976-2016). Task: Predict the reactants needed to synthesize the given product. Given the product [NH2:1][C:2]1[C:11]([C:12]2[S:13][C:14]3[CH:20]=[CH:19][C:18]([NH:21][C:26](=[O:27])[C:25]4[CH:29]=[CH:30][C:31]([F:32])=[C:23]([Cl:22])[CH:24]=4)=[CH:17][C:15]=3[CH:16]=2)=[CH:10][C:5]([C:6]([O:8][CH3:9])=[O:7])=[CH:4][N:3]=1, predict the reactants needed to synthesize it. The reactants are: [NH2:1][C:2]1[C:11]([C:12]2[S:13][C:14]3[CH:20]=[CH:19][C:18]([NH2:21])=[CH:17][C:15]=3[CH:16]=2)=[CH:10][C:5]([C:6]([O:8][CH3:9])=[O:7])=[CH:4][N:3]=1.[Cl:22][C:23]1[CH:24]=[C:25]([CH:29]=[CH:30][C:31]=1[F:32])[C:26](O)=[O:27].